Dataset: Forward reaction prediction with 1.9M reactions from USPTO patents (1976-2016). Task: Predict the product of the given reaction. Given the reactants [C:1]([NH:8][OH:9])([O:3][C:4]([CH3:7])([CH3:6])[CH3:5])=[O:2].[OH-].[K+].[CH2:12]([O:14][C:15](=[O:20])[C:16](Br)([CH3:18])[CH3:17])[CH3:13], predict the reaction product. The product is: [CH2:12]([O:14][C:15](=[O:20])[C:16]([O:9][NH:8][C:1]([O:3][C:4]([CH3:7])([CH3:6])[CH3:5])=[O:2])([CH3:18])[CH3:17])[CH3:13].